Dataset: Reaction yield outcomes from USPTO patents with 853,638 reactions. Task: Predict the reaction yield, written as a fraction of the theoretical maximum amount of product (1.0 means a 100% yield; for example, 0.34 means a 34% yield). (1) The yield is 0.510. The reactants are [Cl:1][C:2]1[CH:3]=[C:4]2[C:10]([C:11]3[N:16]=[C:15]([NH:17][CH:18]4[CH2:21][N:20](S(CC5CCCC5)(=O)=O)[CH2:19]4)[C:14]([F:31])=[CH:13][N:12]=3)=[CH:9][NH:8][C:5]2=[N:6][CH:7]=1.[CH3:32][O:33][CH2:34][C:35](Cl)=[O:36]. No catalyst specified. The product is [Cl:1][C:2]1[CH:3]=[C:4]2[C:10]([C:11]3[N:16]=[C:15]([NH:17][CH:18]4[CH2:19][N:20]([C:35](=[O:36])[CH2:34][O:33][CH3:32])[CH2:21]4)[C:14]([F:31])=[CH:13][N:12]=3)=[CH:9][NH:8][C:5]2=[N:6][CH:7]=1. (2) The reactants are C([Li])C[CH2:3][CH3:4].Br[C:7]1[C:16]([O:17][CH2:18][CH2:19][CH2:20][CH2:21][CH2:22][CH3:23])=[CH:15][C:14]2[C:9](=[CH:10][CH:11]=[C:12](Br)[C:13]=2[CH2:24][CH3:25])[C:8]=1[CH2:27][CH3:28].[CH2:39]([O:38][CH:37]([O:41][CH2:42][CH3:43])[CH2:36][S:35][S:35][CH2:36][CH:37]([O:41][CH2:42][CH3:43])[O:38][CH2:39][CH3:40])[CH3:40]. The catalyst is C1COCC1. The product is [CH2:39]([O:38][CH:37]([O:41][CH2:3][CH3:4])[CH2:36][S:35][C:7]1[C:16]([O:17][CH2:18][CH2:19][CH2:20][CH2:21][CH2:22][CH3:23])=[CH:15][C:14]2[C:9](=[CH:10][CH:11]=[C:12]([S:35][CH2:36][CH:37]([O:38][CH2:39][CH3:40])[O:41][CH2:42][CH3:43])[C:13]=2[CH2:24][CH3:25])[C:8]=1[CH2:27][CH3:28])[CH3:40]. The yield is 0.720. (3) The reactants are O=C1C2C(=CC=CC=2)C(=O)[N:3]1[CH2:12][C:13]([O:15][C:16]([CH3:47])([CH3:46])[CH2:17][N:18]1[C:30]2[C:29]3[CH:28]=[CH:27][CH:26]=[CH:25][C:24]=3[N:23]=[C:22]([N:31]3C(=O)C4C(=CC=CC=4)C3=O)[C:21]=2[N:20]=[C:19]1[CH2:42][O:43][CH2:44][CH3:45])=[O:14].NN.O.Cl. The catalyst is C(Cl)Cl.C1COCC1. The product is [NH2:3][CH2:12][C:13]([O:15][C:16]([CH3:46])([CH3:47])[CH2:17][N:18]1[C:30]2[C:29]3[CH:28]=[CH:27][CH:26]=[CH:25][C:24]=3[N:23]=[C:22]([NH2:31])[C:21]=2[N:20]=[C:19]1[CH2:42][O:43][CH2:44][CH3:45])=[O:14]. The yield is 0.630.